Dataset: Full USPTO retrosynthesis dataset with 1.9M reactions from patents (1976-2016). Task: Predict the reactants needed to synthesize the given product. Given the product [F:17][C:18]1[CH:23]=[CH:22][C:21]([CH:24]([C:28]2[CH:29]=[CH:30][C:31]([F:34])=[CH:32][CH:33]=2)[CH2:25][CH2:26][NH:27][C:12](=[O:14])[C:11]2[CH:15]=[CH:16][C:8]([CH2:7][CH2:6][N:1]3[CH2:2][CH2:3][CH2:4][CH2:5]3)=[N:9][CH:10]=2)=[CH:20][CH:19]=1, predict the reactants needed to synthesize it. The reactants are: [N:1]1([CH2:6][CH2:7][C:8]2[CH:16]=[CH:15][C:11]([C:12]([OH:14])=O)=[CH:10][N:9]=2)[CH2:5][CH2:4][CH2:3][CH2:2]1.[F:17][C:18]1[CH:23]=[CH:22][C:21]([CH:24]([C:28]2[CH:33]=[CH:32][C:31]([F:34])=[CH:30][CH:29]=2)[CH2:25][CH2:26][NH2:27])=[CH:20][CH:19]=1.